Dataset: Catalyst prediction with 721,799 reactions and 888 catalyst types from USPTO. Task: Predict which catalyst facilitates the given reaction. Reactant: [Cl:1][C:2]1[C:19]([C:20]2([C:23]#[N:24])[CH2:22][CH2:21]2)=[CH:18][CH:17]=[CH:16][C:3]=1[C:4]([NH:6][C:7]1[CH:12]=[C:11]([OH:13])[C:10]([F:14])=[CH:9][C:8]=1[F:15])=[O:5].Cl[C:26]1[CH:31]=[CH:30][C:29]([N+:32]([O-:34])=[O:33])=[CH:28][N:27]=1.C(=O)([O-])[O-].[K+].[K+].O. Product: [Cl:1][C:2]1[C:19]([C:20]2([C:23]#[N:24])[CH2:22][CH2:21]2)=[CH:18][CH:17]=[CH:16][C:3]=1[C:4]([NH:6][C:7]1[CH:12]=[C:11]([O:13][C:26]2[CH:31]=[CH:30][C:29]([N+:32]([O-:34])=[O:33])=[CH:28][N:27]=2)[C:10]([F:14])=[CH:9][C:8]=1[F:15])=[O:5]. The catalyst class is: 9.